Dataset: Forward reaction prediction with 1.9M reactions from USPTO patents (1976-2016). Task: Predict the product of the given reaction. (1) Given the reactants [NH2:1][C:2]1[N:7]=[C:6]([C:8]2[S:12][C:11]([C:13]3([OH:26])[C:21]4[C:16](=[CH:17][C:18]([C:22]([O:24][CH3:25])=[O:23])=[CH:19][CH:20]=4)[CH2:15][CH2:14]3)=[N:10][CH:9]=2)[CH:5]=[C:4]([CH3:27])[CH:3]=1.Br[C:29]1[CH:34]=[C:33]([CH3:35])[CH:32]=[CH:31][N:30]=1.C(=O)([O-])[O-].[Cs+].[Cs+], predict the reaction product. The product is: [OH:26][C:13]1([C:11]2[S:12][C:8]([C:6]3[CH:5]=[C:4]([CH3:27])[CH:3]=[C:2]([NH:1][C:29]4[CH:34]=[C:33]([CH3:35])[CH:32]=[CH:31][N:30]=4)[N:7]=3)=[CH:9][N:10]=2)[C:21]2[C:16](=[CH:17][C:18]([C:22]([O:24][CH3:25])=[O:23])=[CH:19][CH:20]=2)[CH2:15][CH2:14]1. (2) Given the reactants O=[C:2]([C:9]1[CH:14]=[CH:13][CH:12]=[CH:11][N:10]=1)[CH2:3][C:4]([O:6]CC)=O.C(O)(=O)C(O)=O.C1(NN)CC1.C1(C2[N:33]([CH:34]([CH3:36])[CH3:35])[N:32]=[CH:31]C=2C=O)CC1, predict the reaction product. The product is: [CH:34]1([N:33]2[C:2]([C:9]3[CH:14]=[CH:13][CH:12]=[CH:11][N:10]=3)=[C:3]([CH:4]=[O:6])[CH:31]=[N:32]2)[CH2:36][CH2:35]1. (3) The product is: [OH2:35].[NH2:1][C:2]1[CH:7]=[CH:6][N:5]=[C:4]([C:8]2[N:9]=[N:10][N:11]([CH2:19][C:20]3[CH:25]=[C:24]([C:26]([F:27])([F:28])[F:29])[CH:23]=[C:22]([C:30]([F:32])([F:31])[F:33])[CH:21]=3)[C:12]=2[C:13]2[CH:18]=[CH:17][CH:16]=[CH:15][CH:14]=2)[C:3]=1[C:34]([C:36]1[CH:41]=[CH:40][CH:39]=[CH:38][C:37]=1[Cl:42])=[O:35].[NH2:1][C:2]1[CH:7]=[CH:6][N:5]=[C:4]([C:8]2[N:9]=[N:10][N:11]([CH2:19][C:20]3[CH:25]=[C:24]([C:26]([F:27])([F:28])[F:29])[CH:23]=[C:22]([C:30]([F:32])([F:31])[F:33])[CH:21]=3)[C:12]=2[C:13]2[CH:18]=[CH:17][CH:16]=[CH:15][CH:14]=2)[C:3]=1[C:34]([C:36]1[CH:41]=[CH:40][CH:39]=[CH:38][C:37]=1[Cl:42])=[O:35]. Given the reactants [NH2:1][C:2]1[CH:7]=[CH:6][N:5]=[C:4]([C:8]2[N:9]=[N:10][N:11]([CH2:19][C:20]3[CH:25]=[C:24]([C:26]([F:29])([F:28])[F:27])[CH:23]=[C:22]([C:30]([F:33])([F:32])[F:31])[CH:21]=3)[C:12]=2[C:13]2[CH:18]=[CH:17][CH:16]=[CH:15][CH:14]=2)[C:3]=1[C:34]([C:36]1[CH:41]=[CH:40][CH:39]=[CH:38][C:37]=1[Cl:42])=[O:35], predict the reaction product. (4) Given the reactants [H-].[Na+].Cl[CH2:4][CH2:5][S:6](Cl)(=[O:8])=[O:7].[Cl:10][C:11]1[CH:12]=[C:13]([CH:28]=[CH:29][CH:30]=1)[O:14][C:15]1[CH:20]=[CH:19][C:18]([C:21]2[C:22]([NH2:27])=[N:23][CH:24]=[CH:25][CH:26]=2)=[CH:17][CH:16]=1, predict the reaction product. The product is: [Cl:10][C:11]1[CH:12]=[C:13]([CH:28]=[CH:29][CH:30]=1)[O:14][C:15]1[CH:20]=[CH:19][C:18]([C:21]2[C:22]3=[N:27][S:6](=[O:8])(=[O:7])[CH2:5][CH2:4][N:23]3[CH:24]=[CH:25][CH:26]=2)=[CH:17][CH:16]=1. (5) Given the reactants O1C2CCN(C3C=C(C=CC=3)C#N)CC=2[N:3]=[C:2]1[C:18]1[CH:19]=[C:20]([CH:23]=[CH:24][CH:25]=1)C#N.[N:26]1[C:34]2[CH2:33][CH2:32][NH:31][CH2:30][C:29]=2[O:28][C:27]=1[C:35]1[CH:36]=[C:37]([CH:40]=[CH:41][CH:42]=1)[C:38]#[N:39], predict the reaction product. The product is: [N:26]1[C:34]2[CH2:33][CH2:32][N:31]([C:24]3[CH:25]=[C:18]([CH:19]=[CH:20][CH:23]=3)[C:2]#[N:3])[CH2:30][C:29]=2[O:28][C:27]=1[C:35]1[CH:36]=[C:37]([CH:40]=[CH:41][CH:42]=1)[C:38]#[N:39]. (6) Given the reactants ClC1C=CC=C(C(OO)=[O:9])C=1.[F:12][C:13]1[CH:28]=[CH:27][CH:26]=[C:25]([F:29])[C:14]=1[CH2:15][S:16][C:17]1[CH2:21][C:20]([CH2:23][CH3:24])([CH3:22])[O:19][N:18]=1.O, predict the reaction product. The product is: [F:12][C:13]1[CH:28]=[CH:27][CH:26]=[C:25]([F:29])[C:14]=1[CH2:15][S:16]([C:17]1[CH2:21][C:20]([CH2:23][CH3:24])([CH3:22])[O:19][N:18]=1)=[O:9]. (7) Given the reactants Cl.[O:2]1[CH2:7][CH2:6][N:5]([C:8]2[CH:9]=[CH:10][C:11]([CH2:14][O:15][C:16]3[CH:24]=[CH:23][C:19]([C:20]([OH:22])=O)=[CH:18][CH:17]=3)=[N:12][CH:13]=2)[CH2:4][CH2:3]1.Cl.[NH:26]1[CH:30]=[CH:29][N:28]=[C:27]1[C:31]1[CH:32]=[CH:33][C:34]([CH3:38])=[C:35]([CH:37]=1)[NH2:36].CCN(C(C)C)C(C)C.CN(C(ON1N=NC2C=CC=NC1=2)=[N+](C)C)C.F[P-](F)(F)(F)(F)F, predict the reaction product. The product is: [NH:26]1[CH:30]=[CH:29][N:28]=[C:27]1[C:31]1[CH:32]=[CH:33][C:34]([CH3:38])=[C:35]([NH:36][C:20](=[O:22])[C:19]2[CH:18]=[CH:17][C:16]([O:15][CH2:14][C:11]3[CH:10]=[CH:9][C:8]([N:5]4[CH2:4][CH2:3][O:2][CH2:7][CH2:6]4)=[CH:13][N:12]=3)=[CH:24][CH:23]=2)[CH:37]=1. (8) Given the reactants [Cl:1][C:2]1[CH:7]=[CH:6][C:5]([O:8][C:9]([F:12])([F:11])[F:10])=[C:4]([F:13])[CH:3]=1.[Li+].CC([N-]C(C)C)C.CN([CH:25]=[O:26])C, predict the reaction product. The product is: [Cl:1][C:2]1[C:3]([CH:25]=[O:26])=[C:4]([F:13])[C:5]([O:8][C:9]([F:11])([F:10])[F:12])=[CH:6][CH:7]=1.